This data is from Retrosynthesis with 50K atom-mapped reactions and 10 reaction types from USPTO. The task is: Predict the reactants needed to synthesize the given product. (1) Given the product O=C(O)c1cc2cc([N+](=O)[O-])ccc2s1, predict the reactants needed to synthesize it. The reactants are: CCOC(=O)c1cc2cc([N+](=O)[O-])ccc2s1. (2) Given the product COc1ccc2c(c1)CCN(S(=O)(=O)c1ccc(C)cc1)CC2, predict the reactants needed to synthesize it. The reactants are: COc1ccc2c(c1)CCN(S(=O)(=O)c1ccc(C)cc1)CC2=O. (3) Given the product CC(=O)COc1cc(NC(=O)OC(C)(C)C)ccc1Cl, predict the reactants needed to synthesize it. The reactants are: CC(=O)CCl.CC(C)(C)OC(=O)Nc1ccc(Cl)c(O)c1. (4) Given the product FC(F)(F)c1ccc2c(c1)CC1(CCNCC1)O2, predict the reactants needed to synthesize it. The reactants are: FC(F)(F)c1ccc2c(c1)CC1(CCN(Cc3ccccc3)CC1)O2. (5) The reactants are: Fc1ccc(-c2nn3c(c2-c2ccnc(NCc4ccccc4)c2)CCCC3)cc1. Given the product Nc1cc(-c2c(-c3ccc(F)cc3)nn3c2CCCC3)ccn1, predict the reactants needed to synthesize it. (6) Given the product O=C(O)c1cn(-c2ccc(Br)cc2Cl)c(-c2ccccc2Cl)n1, predict the reactants needed to synthesize it. The reactants are: CCOC(=O)c1cn(-c2ccc(Br)cc2Cl)c(-c2ccccc2Cl)n1. (7) Given the product CC(C)(C)c1coc(C(=O)O)c1, predict the reactants needed to synthesize it. The reactants are: CC(C)(C)c1cc(C(=O)O)oc1Br.